Dataset: Forward reaction prediction with 1.9M reactions from USPTO patents (1976-2016). Task: Predict the product of the given reaction. (1) Given the reactants S(Cl)(Cl)=O.[CH2:5]([O:12][C:13]1[CH:26]=[CH:25][C:16]([C:17]([NH:19][C:20]([CH3:24])([CH3:23])[CH2:21][OH:22])=O)=[CH:15][CH:14]=1)[C:6]1[CH:11]=[CH:10][CH:9]=[CH:8][CH:7]=1, predict the reaction product. The product is: [CH2:5]([O:12][C:13]1[CH:26]=[CH:25][C:16]([C:17]2[O:22][CH2:21][C:20]([CH3:24])([CH3:23])[N:19]=2)=[CH:15][CH:14]=1)[C:6]1[CH:11]=[CH:10][CH:9]=[CH:8][CH:7]=1. (2) Given the reactants [CH3:1][O:2][N:3]=[C:4]([C:8]1[CH:13]=[CH:12][C:11]([O:14][CH2:15][CH2:16][CH2:17][O:18][C:19]2[C:24]([Cl:25])=[CH:23][C:22]([O:26][CH2:27][CH:28]=[C:29]([Cl:31])[Cl:30])=[CH:21][C:20]=2[Cl:32])=[CH:10][CH:9]=1)[C:5](=O)[CH3:6].Cl.[CH3:34][O:35][NH2:36], predict the reaction product. The product is: [CH3:1][O:2][N:3]=[C:4]([C:8]1[CH:13]=[CH:12][C:11]([O:14][CH2:15][CH2:16][CH2:17][O:18][C:19]2[C:20]([Cl:32])=[CH:21][C:22]([O:26][CH2:27][CH:28]=[C:29]([Cl:30])[Cl:31])=[CH:23][C:24]=2[Cl:25])=[CH:10][CH:9]=1)[C:5](=[N:36][O:35][CH3:34])[CH3:6]. (3) Given the reactants O([C:8]([NH:10][C:11]1[CH:20]=[CH:19][C:14]([C:15]([O:17][CH3:18])=[O:16])=[CH:13][CH:12]=1)=[O:9])C1C=CC=CC=1.Cl.[CH2:22]([O:29][C:30]1[CH:42]=[CH:41][C:33]([O:34][CH:35]2[CH2:40][CH2:39][NH:38][CH2:37][CH2:36]2)=[CH:32][CH:31]=1)[C:23]1[CH:28]=[CH:27][CH:26]=[CH:25][CH:24]=1, predict the reaction product. The product is: [CH2:22]([O:29][C:30]1[CH:42]=[CH:41][C:33]([O:34][CH:35]2[CH2:40][CH2:39][N:38]([C:8]([NH:10][C:11]3[CH:12]=[CH:13][C:14]([C:15]([O:17][CH3:18])=[O:16])=[CH:19][CH:20]=3)=[O:9])[CH2:37][CH2:36]2)=[CH:32][CH:31]=1)[C:23]1[CH:24]=[CH:25][CH:26]=[CH:27][CH:28]=1. (4) Given the reactants [C:1]([NH:4][C:5]1[S:6][C:7]([C:11]2[CH:12]=[C:13]([S:17](Cl)(=[O:19])=[O:18])[S:14][C:15]=2[Br:16])=[C:8]([CH3:10])[N:9]=1)(=[O:3])[CH3:2].[CH2:21]([N:23](CC)[CH2:24][CH3:25])[CH3:22].N1CC=CC1, predict the reaction product. The product is: [Br:16][C:15]1[S:14][C:13]([S:17]([N:23]2[CH2:24][CH:25]=[CH:22][CH2:21]2)(=[O:19])=[O:18])=[CH:12][C:11]=1[C:7]1[S:6][C:5]([NH:4][C:1](=[O:3])[CH3:2])=[N:9][C:8]=1[CH3:10]. (5) Given the reactants C([O:8][C:9](=[O:44])[C@H:10]([CH2:29][CH2:30][CH2:31][CH2:32][NH:33][C:34]([O:36][CH2:37]C1C=CC=CC=1)=[O:35])[N:11]([CH2:25][CH:26]([CH3:28])[CH3:27])[S:12]([C:15]1[C:24]2[C:19](=[CH:20][CH:21]=[CH:22][CH:23]=2)[CH:18]=[CH:17][CH:16]=1)(=[O:14])=[O:13])C1C=CC=CC=1.[CH:45]1[C:57]2[CH:56](COC(ON3C(=O)CCC3=O)=O)[C:55]3[C:50](=[CH:51][CH:52]=[CH:53][CH:54]=3)[C:49]=2[CH:48]=[CH:47][CH:46]=1, predict the reaction product. The product is: [CH2:25]([N:11]([S:12]([C:15]1[C:24]2[C:19](=[CH:20][CH:21]=[CH:22][CH:23]=2)[CH:18]=[CH:17][CH:16]=1)(=[O:13])=[O:14])[C@H:10]([C:9]([OH:8])=[O:44])[CH2:29][CH2:30][CH2:31][CH2:32][NH:33][C:34]([O:36][CH2:37][CH:56]1[C:57]2[CH:45]=[CH:46][CH:47]=[CH:48][C:49]=2[C:50]2[C:55]1=[CH:54][CH:53]=[CH:52][CH:51]=2)=[O:35])[CH:26]([CH3:28])[CH3:27]. (6) Given the reactants [CH:1]1([N:4]2[CH2:9][CH2:8][N:7]([CH2:10][C:11]([NH:13][C:14]3[S:15][C:16]4[CH:22]=[C:21]([S:23][C:24]#[N:25])[C:20]([F:26])=[CH:19][C:17]=4[N:18]=3)=[O:12])[CH2:6][CH2:5]2)[CH2:3][CH2:2]1.P([O-])(O)(O)=O.[K+].SCC(C(CS)O)O.ClC1[N:46]2[N:47]=[C:48]([O:51][CH:52]3[CH2:56][CH2:55][O:54][CH2:53]3)[CH:49]=[CH:50][C:45]2=[N:44]N=1, predict the reaction product. The product is: [CH:1]1([N:4]2[CH2:5][CH2:6][N:7]([CH2:10][C:11]([NH:13][C:14]3[S:15][C:16]4[CH:22]=[C:21]([S:23][C:24]5[N:46]6[N:47]=[C:48]([O:51][CH:52]7[CH2:56][CH2:55][O:54][CH2:53]7)[CH:49]=[CH:50][C:45]6=[N:44][N:25]=5)[C:20]([F:26])=[CH:19][C:17]=4[N:18]=3)=[O:12])[CH2:8][CH2:9]2)[CH2:3][CH2:2]1.